From a dataset of Forward reaction prediction with 1.9M reactions from USPTO patents (1976-2016). Predict the product of the given reaction. (1) The product is: [CH:27]1([C:26]2[C:25]3[CH:24]=[CH:23][C:22]([C:33]([NH:35][S:36]([N:39]([CH2:41][CH:42]([O:45][CH3:46])[O:43][CH3:44])[CH3:40])(=[O:38])=[O:37])=[O:34])=[CH:21][C:20]=3[N:18]3[C:17]=2[C:16]2[CH:47]=[CH:48][CH:49]=[CH:50][C:15]=2[O:14][CH2:13][C@@H:12]([O:11][CH2:10][CH2:9][NH:8][CH3:1])[CH2:19]3)[CH2:32][CH2:31][CH2:30][CH2:29][CH2:28]1. Given the reactants [CH2:1]([N:8](C)[CH2:9][CH2:10][O:11][C@H:12]1[CH2:19][N:18]2[C:20]3[CH:21]=[C:22]([C:33]([NH:35][S:36]([N:39]([CH2:41][CH:42]([O:45][CH3:46])[O:43][CH3:44])[CH3:40])(=[O:38])=[O:37])=[O:34])[CH:23]=[CH:24][C:25]=3[C:26]([CH:27]3[CH2:32][CH2:31][CH2:30][CH2:29][CH2:28]3)=[C:17]2[C:16]2[CH:47]=[CH:48][CH:49]=[CH:50][C:15]=2[O:14][CH2:13]1)C1C=CC=CC=1, predict the reaction product. (2) Given the reactants Br[C:2]1[CH:3]=[C:4]([OH:8])[CH:5]=[CH:6][CH:7]=1.Cl[C:10]1[CH:15]=[CH:14][C:13]([C:16]([F:19])([F:18])[F:17])=[CH:12][N:11]=1.C([O-])([O-])=O.[K+].[K+].C([O:29][B:30](OC(C)C)[O:31]C(C)C)(C)C.[Li]CCCC, predict the reaction product. The product is: [F:17][C:16]([F:19])([F:18])[C:13]1[CH:14]=[CH:15][C:10]([O:8][C:4]2[CH:3]=[C:2]([B:30]([OH:31])[OH:29])[CH:7]=[CH:6][CH:5]=2)=[N:11][CH:12]=1.